Task: Predict the product of the given reaction.. Dataset: Forward reaction prediction with 1.9M reactions from USPTO patents (1976-2016) (1) Given the reactants [CH3:1][NH:2][C:3]([CH:5]1[CH2:22][C:21]2[N:23]([CH3:27])[C:24]([CH3:26])=[N:25][C:20]=2[C:19]2[NH:18][C:9]3([CH2:17][C:16]4[C:11](=[CH:12][CH:13]=[CH:14][CH:15]=4)[CH2:10]3)[CH2:8][C:7](=[O:28])[C:6]1=2)=[O:4].ClC1C(=O)C(C#N)=C(C#N)C(=O)C=1Cl.[OH-].[Na+], predict the reaction product. The product is: [CH3:1][NH:2][C:3]([C:5]1[C:6]2[C:7](=[O:28])[CH2:8][C:9]3([NH:18][C:19]=2[C:20]2[N:25]=[C:24]([CH3:26])[N:23]([CH3:27])[C:21]=2[CH:22]=1)[CH2:10][C:11]1[C:16](=[CH:15][CH:14]=[CH:13][CH:12]=1)[CH2:17]3)=[O:4]. (2) Given the reactants [CH2:1]1[C:3]([NH2:7])([C:4]([OH:6])=[O:5])[CH2:2]1.[CH3:8][CH:9]([CH3:28])[C:10]([O:12][CH:13]([O:17][C:18](ON1C(=O)CCC1=O)=[O:19])[CH:14]([CH3:16])[CH3:15])=[O:11], predict the reaction product. The product is: [C:10]([O:12][CH:13]([O:17][C:18]([NH:7][C:3]1([C:4]([OH:6])=[O:5])[CH2:2][CH2:1]1)=[O:19])[CH:14]([CH3:15])[CH3:16])(=[O:11])[CH:9]([CH3:28])[CH3:8].